This data is from Forward reaction prediction with 1.9M reactions from USPTO patents (1976-2016). The task is: Predict the product of the given reaction. (1) Given the reactants [C:1]([O:5][C:6]([NH:8][C:9]1[S:13][C:12](/[CH:14]=[CH:15]/[C:16]([O:18][CH2:19][CH3:20])=[O:17])=[CH:11][C:10]=1[C:21]([N:23]1[CH2:28][CH2:27][CH:26]([N:29]2[CH2:41][CH2:40][CH2:39][C:31]3([C:35](=[O:36])[O:34][C:33]([CH3:38])([CH3:37])[CH2:32]3)[CH2:30]2)[CH2:25][CH2:24]1)=[O:22])=[O:7])([CH3:4])([CH3:3])[CH3:2], predict the reaction product. The product is: [C:1]([O:5][C:6]([NH:8][C:9]1[S:13][C:12]([CH2:14][CH2:15][C:16]([O:18][CH2:19][CH3:20])=[O:17])=[CH:11][C:10]=1[C:21]([N:23]1[CH2:24][CH2:25][CH:26]([N:29]2[CH2:41][CH2:40][CH2:39][C:31]3([C:35](=[O:36])[O:34][C:33]([CH3:38])([CH3:37])[CH2:32]3)[CH2:30]2)[CH2:27][CH2:28]1)=[O:22])=[O:7])([CH3:2])([CH3:3])[CH3:4]. (2) Given the reactants C(OC([N:8]1[CH2:22][CH2:21][C:12]2=[C:13](Cl)[N:14]3[C:18]([N:19]=[C:11]2[CH2:10][CH2:9]1)=[CH:17][CH:16]=[N:15]3)=O)(C)(C)C.[NH:23]1[CH2:26][CH:25]([C:27]2[O:28][C:29]3[CH:35]=[CH:34][CH:33]=[CH:32][C:30]=3[N:31]=2)[CH2:24]1, predict the reaction product. The product is: [O:28]1[C:29]2[CH:35]=[CH:34][CH:33]=[CH:32][C:30]=2[N:31]=[C:27]1[CH:25]1[CH2:24][N:23]([C:13]2[N:14]3[C:18]([N:19]=[C:11]4[CH2:10][CH2:9][NH:8][CH2:22][CH2:21][C:12]=24)=[CH:17][CH:16]=[N:15]3)[CH2:26]1. (3) Given the reactants [CH2:1]([N:3]([CH2:27][CH3:28])[C:4](=[O:26])[C:5]1[CH:10]=[CH:9][C:8]([C:11](=[C:18]2[CH2:24][CH:23]3[NH:25][CH:20]([CH2:21][CH2:22]3)[CH2:19]2)[C:12]2[CH:17]=[CH:16][CH:15]=[CH:14][CH:13]=2)=[CH:7][CH:6]=1)[CH3:2].[CH:29](=O)[CH2:30][CH3:31].[BH-](OC(C)=O)(OC(C)=O)OC(C)=O.[Na+].[OH-].[Na+].[Cl:49]CCCl, predict the reaction product. The product is: [ClH:49].[CH2:27]([N:3]([CH2:1][CH3:2])[C:4](=[O:26])[C:5]1[CH:6]=[CH:7][C:8]([C:11](=[C:18]2[CH2:24][CH:23]3[N:25]([CH2:29][CH2:30][CH3:31])[CH:20]([CH2:21][CH2:22]3)[CH2:19]2)[C:12]2[CH:17]=[CH:16][CH:15]=[CH:14][CH:13]=2)=[CH:9][CH:10]=1)[CH3:28].